Dataset: Cav3 T-type calcium channel HTS with 100,875 compounds. Task: Binary Classification. Given a drug SMILES string, predict its activity (active/inactive) in a high-throughput screening assay against a specified biological target. (1) The result is 0 (inactive). The drug is Clc1cc(CN2CCN(CC2)c2ncccc2)c(O)c2ncccc12. (2) The molecule is Clc1ccc(CSCC(=O)Nc2cc3OCCOc3cc2)cc1. The result is 0 (inactive). (3) The molecule is O(C(=O)Cc1[nH]c(nc(=O)c1)/N=C(\Nc1ccccc1)N)C. The result is 0 (inactive).